This data is from Forward reaction prediction with 1.9M reactions from USPTO patents (1976-2016). The task is: Predict the product of the given reaction. Given the reactants [CH2:1]([O:3][C:4]([C:6]1[C:11](=[O:12])[NH:10][C:9]2[S:13][CH:14]=[C:15]([C:16]3[CH:21]=[CH:20][C:19](Br)=[CH:18][CH:17]=3)[C:8]=2[C:7]=1[OH:23])=[O:5])[CH3:2].[OH:24][C:25]1[CH:30]=[CH:29][CH:28]=[CH:27][C:26]=1B(O)O.[O-]P([O-])([O-])=O.[K+].[K+].[K+].CC1C=CC=CC=1P(C1C=CC=CC=1C)C1C=CC=CC=1C, predict the reaction product. The product is: [CH2:1]([O:3][C:4]([C:6]1[C:11](=[O:12])[NH:10][C:9]2[S:13][CH:14]=[C:15]([C:16]3[CH:21]=[CH:20][C:19]([C:26]4[CH:27]=[CH:28][CH:29]=[CH:30][C:25]=4[OH:24])=[CH:18][CH:17]=3)[C:8]=2[C:7]=1[OH:23])=[O:5])[CH3:2].